Dataset: Forward reaction prediction with 1.9M reactions from USPTO patents (1976-2016). Task: Predict the product of the given reaction. (1) The product is: [S:1]1[C:5]2[CH:6]=[CH:7][CH:8]=[CH:9][C:4]=2[C:3]([CH:10]([CH:17]2[CH2:22][CH2:21][CH2:20][CH2:19][CH2:18]2)[OH:11])=[CH:2]1. Given the reactants [S:1]1[C:5]2[CH:6]=[CH:7][CH:8]=[CH:9][C:4]=2[C:3]([CH:10]=[O:11])=[CH:2]1.O1CCCC1.[CH:17]1([Mg]Br)[CH2:22][CH2:21][CH2:20][CH2:19][CH2:18]1.Cl, predict the reaction product. (2) Given the reactants Br[C:2](=[C:9]1[CH2:14][CH2:13][N:12]([C:15](=[O:31])[C:16]([C:18]2[C:26]3[C:21](=[C:22]([O:29][CH3:30])[N:23]=[CH:24][C:25]=3[O:27][CH3:28])[NH:20][CH:19]=2)=[O:17])[CH2:11][CH2:10]1)[C:3]1[CH:8]=[CH:7][CH:6]=[CH:5][CH:4]=1.[N:32]1[CH:37]=[CH:36][CH:35]=[C:34](B(O)O)[CH:33]=1.C(=O)([O-])[O-].[Na+].[Na+].CCO, predict the reaction product. The product is: [C:3]1([C:2](=[C:9]2[CH2:14][CH2:13][N:12]([C:15](=[O:31])[C:16]([C:18]3[C:26]4[C:21](=[C:22]([O:29][CH3:30])[N:23]=[CH:24][C:25]=4[O:27][CH3:28])[NH:20][CH:19]=3)=[O:17])[CH2:11][CH2:10]2)[C:33]2[CH:34]=[CH:35][CH:36]=[CH:37][N:32]=2)[CH:8]=[CH:7][CH:6]=[CH:5][CH:4]=1. (3) Given the reactants Br[C:2]1[CH:3]=[C:4]([CH2:7][N:8]([CH2:19][CH:20]([CH3:22])[CH3:21])[S:9]([C:12]2[CH:17]=[CH:16][CH:15]=[CH:14][C:13]=2[Cl:18])(=[O:11])=[O:10])[S:5][CH:6]=1.C([O-])([O-])=O.[Na+].[Na+], predict the reaction product. The product is: [Cl:18][C:13]1[CH:14]=[CH:15][CH:16]=[CH:17][C:12]=1[S:9]([N:8]([CH2:19][CH:20]([CH3:22])[CH3:21])[CH2:7][C:4]1[S:5][CH:6]=[C:2]([C:14]2[CH:15]=[CH:16][CH:17]=[C:12]([S:9]([NH2:8])(=[O:11])=[O:10])[CH:13]=2)[CH:3]=1)(=[O:11])=[O:10]. (4) Given the reactants [C:1]([N:6]1[CH2:11][CH2:10][CH:9]([N:12]([C@H:24]2[CH2:29][CH2:28][C@H:27]([CH3:30])[CH2:26][CH2:25]2)[C:13]([NH:15][C:16]2[S:17][C:18]([S:21]C#N)=[CH:19][N:20]=2)=[O:14])[CH2:8][CH2:7]1)(=[O:5])[CH2:2][CH2:3][CH3:4].SC[C@@H]([C@@H](CS)O)O.[CH2:39]([N:41]([CH2:45][CH3:46])[CH2:42][CH2:43]S)[CH3:40], predict the reaction product. The product is: [C:1]([N:6]1[CH2:11][CH2:10][CH:9]([N:12]([C@H:24]2[CH2:29][CH2:28][C@H:27]([CH3:30])[CH2:26][CH2:25]2)[C:13]([NH:15][C:16]2[S:17][C:18]([S:21][CH2:40][CH2:39][N:41]([CH2:45][CH3:46])[CH2:42][CH3:43])=[CH:19][N:20]=2)=[O:14])[CH2:8][CH2:7]1)(=[O:5])[CH2:2][CH2:3][CH3:4]. (5) Given the reactants C(OC([N:8]1[CH2:11][CH:10]([C:12](=[O:49])[NH:13][CH:14]([CH2:41][C:42]2[CH:47]=[CH:46][C:45]([F:48])=[CH:44][CH:43]=2)[C:15]([N:17]2[CH2:22][CH2:21][N:20]([CH:23]([C:35](=[O:38])[NH:36][CH3:37])[CH2:24][C:25]3[CH:34]=[CH:33][C:32]4[C:27](=[CH:28][CH:29]=[CH:30][CH:31]=4)[CH:26]=3)[CH2:19][CH:18]2[CH2:39][CH3:40])=[O:16])[CH2:9]1)=O)(C)(C)C.ClCCCl.C(Cl)Cl.[C:57]([OH:63])([C:59]([F:62])([F:61])[F:60])=[O:58].O, predict the reaction product. The product is: [F:60][C:59]([F:62])([F:61])[C:57]([OH:63])=[O:58].[CH2:39]([CH:18]1[CH2:19][N:20]([CH:23]([C:35](=[O:38])[NH:36][CH3:37])[CH2:24][C:25]2[CH:34]=[CH:33][C:32]3[C:27](=[CH:28][CH:29]=[CH:30][CH:31]=3)[CH:26]=2)[CH2:21][CH2:22][N:17]1[C:15](=[O:16])[CH:14]([NH:13][C:12]([CH:10]1[CH2:11][NH:8][CH2:9]1)=[O:49])[CH2:41][C:42]1[CH:43]=[CH:44][C:45]([F:48])=[CH:46][CH:47]=1)[CH3:40]. (6) The product is: [CH:1]([N:14]1[CH2:17][CH:16]([O:18][C:19]2[CH:24]=[CH:23][CH:22]=[CH:21][C:20]=2[N:26]2[CH2:31][CH2:30][NH:29][CH2:28][CH2:27]2)[CH2:15]1)([C:8]1[CH:13]=[CH:12][CH:11]=[CH:10][CH:9]=1)[C:2]1[CH:7]=[CH:6][CH:5]=[CH:4][CH:3]=1. Given the reactants [CH:1]([N:14]1[CH2:17][CH:16]([O:18][C:19]2[CH:24]=[CH:23][CH:22]=[CH:21][C:20]=2Br)[CH2:15]1)([C:8]1[CH:13]=[CH:12][CH:11]=[CH:10][CH:9]=1)[C:2]1[CH:7]=[CH:6][CH:5]=[CH:4][CH:3]=1.[NH:26]1[CH2:31][CH2:30][NH:29][CH2:28][CH2:27]1.C1C=CC(P(C2C(C3C(P(C4C=CC=CC=4)C4C=CC=CC=4)=CC=C4C=3C=CC=C4)=C3C(C=CC=C3)=CC=2)C2C=CC=CC=2)=CC=1.CC(C)([O-])C.[Na+], predict the reaction product. (7) Given the reactants [F:1][C:2]1[CH:7]=[C:6]([F:8])[CH:5]=[C:4]([F:9])[C:3]=1[N:10]1[C:14](=[O:15])[C:13]2[CH:16]=[CH:17][S:18][C:12]=2[C:11]1=[O:19].S(=O)(=O)(O)O.C1C(=O)N([Br:32])C(=O)C1, predict the reaction product. The product is: [Br:32][C:17]1[S:18][C:12]2[C:11](=[O:19])[N:10]([C:3]3[C:4]([F:9])=[CH:5][C:6]([F:8])=[CH:7][C:2]=3[F:1])[C:14](=[O:15])[C:13]=2[CH:16]=1.